From a dataset of Forward reaction prediction with 1.9M reactions from USPTO patents (1976-2016). Predict the product of the given reaction. (1) The product is: [N:22]1([C:25]2[N:30]=[C:29]([C:31]([F:33])([F:32])[F:34])[CH:28]=[CH:27][N:26]=2)[CH2:23][CH2:24][NH:19][CH2:20][CH2:21]1. Given the reactants C([C@]1(C([N:19]2[CH2:24][CH2:23][N:22]([C:25]3[N:30]=[C:29]([C:31]([F:34])([F:33])[F:32])[CH:28]=[CH:27][N:26]=3)[CH2:21][CH2:20]2)=O)CC[C@@H](NC(=O)OC(C)(C)C)C1)(C)C, predict the reaction product. (2) Given the reactants [CH2:1]([O:8][C:9]1[CH:10]=[C:11]([CH3:17])[C:12](Br)=[C:13]([CH3:15])[CH:14]=1)[C:2]1[CH:7]=[CH:6][CH:5]=[CH:4][CH:3]=1.CCCCCC.C([Li])CCC.[B:29](OC(C)C)([O:34]C(C)C)[O:30]C(C)C.Cl, predict the reaction product. The product is: [CH2:1]([O:8][C:9]1[CH:10]=[C:11]([CH3:17])[C:12]([B:29]([OH:34])[OH:30])=[C:13]([CH3:15])[CH:14]=1)[C:2]1[CH:7]=[CH:6][CH:5]=[CH:4][CH:3]=1. (3) Given the reactants [Cl:1][C:2]1[CH:3]=[C:4]([C:7]([OH:9])=[O:8])[NH:5][CH:6]=1.CN(C=O)C.CC(C)([O-])C.[K+].Br[CH2:22][C:23]1[CH:28]=[CH:27][C:26]([Cl:29])=[CH:25][CH:24]=1, predict the reaction product. The product is: [Cl:1][C:2]1[CH:3]=[C:4]([C:7]([OH:9])=[O:8])[N:5]([CH2:22][C:23]2[CH:28]=[CH:27][C:26]([Cl:29])=[CH:25][CH:24]=2)[CH:6]=1. (4) Given the reactants [OH:1][CH2:2][CH2:3][C:4]1[C:13](I)=[CH:12][C:7]2[C:8](=[O:11])[O:9][CH2:10][C:6]=2[CH:5]=1.[CH:15]1C=CC(P(C2C=CC=CC=2)C2C=CC=CC=2)=CC=1.CN1C(=O)CCC1.[Sn](C)(C)(C)C, predict the reaction product. The product is: [OH:1][CH2:2][CH2:3][C:4]1[C:13]([CH3:15])=[CH:12][C:7]2[C:8](=[O:11])[O:9][CH2:10][C:6]=2[CH:5]=1. (5) Given the reactants [CH3:1][O:2][C:3](=[O:22])[CH:4]([C:9]1[C:18]2[N:17]([CH3:19])[C:16](=[O:20])[CH:15]=[CH:14][C:13]=2[N:12]=[CH:11][C:10]=1[Cl:21])C(OC)=O.O.[Cl-].[Li+].C(=O)(O)[O-].[Na+], predict the reaction product. The product is: [CH3:1][O:2][C:3](=[O:22])[CH2:4][C:9]1[C:18]2[N:17]([CH3:19])[C:16](=[O:20])[CH:15]=[CH:14][C:13]=2[N:12]=[CH:11][C:10]=1[Cl:21].